Dataset: NCI-60 drug combinations with 297,098 pairs across 59 cell lines. Task: Regression. Given two drug SMILES strings and cell line genomic features, predict the synergy score measuring deviation from expected non-interaction effect. Drug 1: C1=CC=C(C(=C1)C(C2=CC=C(C=C2)Cl)C(Cl)Cl)Cl. Drug 2: COC1=C2C(=CC3=C1OC=C3)C=CC(=O)O2. Cell line: SN12C. Synergy scores: CSS=-0.891, Synergy_ZIP=2.95, Synergy_Bliss=4.29, Synergy_Loewe=2.00, Synergy_HSA=-0.258.